Dataset: Full USPTO retrosynthesis dataset with 1.9M reactions from patents (1976-2016). Task: Predict the reactants needed to synthesize the given product. (1) Given the product [C:36]([N:39]1[CH2:44][CH2:43][N:42]([CH:31]([CH3:32])[CH2:30][O:29][C:28]2[CH:27]=[CH:26][C:25]([C:6]3([OH:5])[CH2:11][CH2:10][N:9]([C:12]4[CH:13]=[CH:14][C:15]5[N:16]([C:18]([C:21]([F:23])([F:22])[F:24])=[N:19][N:20]=5)[N:17]=4)[CH2:8][CH2:7]3)=[CH:35][CH:34]=2)[CH2:41][CH2:40]1)(=[O:38])[CH3:37], predict the reactants needed to synthesize it. The reactants are: C(O)(=O)C.[OH:5][C:6]1([C:25]2[CH:35]=[CH:34][C:28]([O:29][CH2:30][C:31](=O)[CH3:32])=[CH:27][CH:26]=2)[CH2:11][CH2:10][N:9]([C:12]2[CH:13]=[CH:14][C:15]3[N:16]([C:18]([C:21]([F:24])([F:23])[F:22])=[N:19][N:20]=3)[N:17]=2)[CH2:8][CH2:7]1.[C:36]([N:39]1[CH2:44][CH2:43][NH:42][CH2:41][CH2:40]1)(=[O:38])[CH3:37].[O-]S([O-])(=O)=O.[Mg+2].[Na]. (2) The reactants are: [F:1][C:2]1[C:13]([F:14])=[CH:12][CH:11]=[CH:10][C:3]=1[C:4](N(OC)C)=[O:5].[CH3:15][O:16][C:17]1[CH:22]=[CH:21][C:20]([Mg]Br)=[CH:19][C:18]=1[CH3:25]. Given the product [F:1][C:2]1[C:13]([F:14])=[CH:12][CH:11]=[CH:10][C:3]=1[C:4]([C:20]1[CH:21]=[CH:22][C:17]([O:16][CH3:15])=[C:18]([CH3:25])[CH:19]=1)=[O:5], predict the reactants needed to synthesize it. (3) Given the product [CH2:33]([N:7]([CH2:6][CH:1]1[CH2:2][CH2:3][CH2:4][CH2:5]1)[C@@H:8]1[CH2:13][CH2:12][C@@H:11]([CH2:14][C:15]([O:17][CH3:18])=[O:16])[CH2:10][C@H:9]1[C:19]1[CH:24]=[CH:23][C:22]([C:25]([F:26])([F:27])[F:28])=[CH:21][CH:20]=1)[C:34]1[CH:39]=[CH:38][CH:37]=[CH:36][CH:35]=1, predict the reactants needed to synthesize it. The reactants are: [CH:1]1([CH2:6][NH:7][C@@H:8]2[CH2:13][CH2:12][C@@H:11]([CH2:14][C:15]([O:17][CH3:18])=[O:16])[CH2:10][C@H:9]2[C:19]2[CH:24]=[CH:23][C:22]([C:25]([F:28])([F:27])[F:26])=[CH:21][CH:20]=2)[CH2:5][CH2:4][CH2:3][CH2:2]1.CC(O)=O.[CH:33](=O)[C:34]1[CH:39]=[CH:38][CH:37]=[CH:36][CH:35]=1.C(O[BH-](OC(=O)C)OC(=O)C)(=O)C.[Na+]. (4) The reactants are: Br[C:2]1[N:7]=[C:6]([NH:8][CH2:9][CH:10]2[CH2:15][CH2:14][O:13][CH2:12][CH2:11]2)[C:5]([Cl:16])=[CH:4][C:3]=1[Cl:17].[Cl:18][C:19]1[C:20](B(O)O)=[CH:21][C:22]([F:25])=[N:23][CH:24]=1.C(Cl)Cl.C([O-])([O-])=O.[Na+].[Na+]. Given the product [Cl:17][C:3]1[C:2]([C:20]2[C:19]([Cl:18])=[CH:24][N:23]=[C:22]([F:25])[CH:21]=2)=[N:7][C:6]([NH:8][CH2:9][CH:10]2[CH2:15][CH2:14][O:13][CH2:12][CH2:11]2)=[C:5]([Cl:16])[CH:4]=1, predict the reactants needed to synthesize it. (5) Given the product [O:31]1[CH2:26][CH2:27][CH:28]([N:34]2[CH2:5][CH:4]3[NH:3][CH:2]([CH2:10][CH2:9]3)[CH2:32]2)[CH2:29]1, predict the reactants needed to synthesize it. The reactants are: O=[C:2]1[CH2:10][C:9]2[C:4](=[CH:5]C=CC=2)[N:3]1C1CCN(C(OC(C)(C)C)=O)CC1.BrN1[C:29](=O)[CH2:28][CH2:27][C:26]1=[O:31].[C:32](#[N:34])C. (6) Given the product [CH2:29]([O:31][C:32](=[O:46])[C:33]1[CH:38]=[CH:37][C:36]([CH2:39][C:40]([N:9]2[CH2:10][C@@H:11]([CH2:23][C:24]([CH3:25])([CH3:27])[CH3:26])[C@@:12]([C:15]3[CH:20]=[CH:19][C:18]([Cl:21])=[CH:17][C:16]=3[F:22])([C:13]#[N:14])[C@H:8]2[C:4]2[CH:5]=[CH:6][CH:7]=[C:2]([Cl:1])[C:3]=2[F:28])=[O:41])=[CH:35][C:34]=1[O:43][CH2:44][CH3:45])[CH3:30], predict the reactants needed to synthesize it. The reactants are: [Cl:1][C:2]1[C:3]([F:28])=[C:4]([CH:8]2[C:12]([C:15]3[CH:20]=[CH:19][C:18]([Cl:21])=[CH:17][C:16]=3[F:22])([C:13]#[N:14])[CH:11]([CH2:23][C:24]([CH3:27])([CH3:26])[CH3:25])[CH2:10][NH:9]2)[CH:5]=[CH:6][CH:7]=1.[CH2:29]([O:31][C:32](=[O:46])[C:33]1[CH:38]=[CH:37][C:36]([CH2:39][C:40](O)=[O:41])=[CH:35][C:34]=1[O:43][CH2:44][CH3:45])[CH3:30].CN(C(ON1N=NC2C=CC=NC1=2)=[N+](C)C)C.F[P-](F)(F)(F)(F)F.CCN(C(C)C)C(C)C. (7) Given the product [F:8][C:7]1[C:2]([F:1])=[C:3]([CH3:9])[CH:4]=[CH:5][C:6]=1[CH2:16][CH2:15][OH:17], predict the reactants needed to synthesize it. The reactants are: [F:1][C:2]1[C:7]([F:8])=[CH:6][CH:5]=[CH:4][C:3]=1[CH3:9].C([Li])CCC.[CH2:15]1[O:17][CH2:16]1.Cl.